Dataset: Forward reaction prediction with 1.9M reactions from USPTO patents (1976-2016). Task: Predict the product of the given reaction. (1) Given the reactants [NH2:1][C:2]1[CH:3]=[C:4]([C:8]2[C:17]3[C:12](=[C:13]([C:18]([F:21])([F:20])[F:19])[CH:14]=[CH:15][CH:16]=3)[N:11]=[CH:10][C:9]=2[C:22]([C:24]2[CH:29]=[CH:28][CH:27]=[CH:26][CH:25]=2)=[O:23])[CH:5]=[CH:6][CH:7]=1.[C:30](Cl)(=[O:37])[C:31]1[CH:36]=[CH:35][CH:34]=[CH:33][CH:32]=1.N1C=CC=CC=1, predict the reaction product. The product is: [C:22]([C:9]1[CH:10]=[N:11][C:12]2[C:17]([C:8]=1[C:4]1[CH:3]=[C:2]([NH:1][C:30](=[O:37])[C:31]3[CH:36]=[CH:35][CH:34]=[CH:33][CH:32]=3)[CH:7]=[CH:6][CH:5]=1)=[CH:16][CH:15]=[CH:14][C:13]=2[C:18]([F:21])([F:19])[F:20])(=[O:23])[C:24]1[CH:25]=[CH:26][CH:27]=[CH:28][CH:29]=1. (2) Given the reactants Cl.[Cl:2][C:3]1[C:11]2[C:6](=[CH:7][CH:8]=[C:9]([C:12]3[O:16][N:15]=[C:14]([C:17]4[CH:26]=[CH:25][CH:24]=[C:23]5[C:18]=4[CH2:19][CH2:20][NH:21][CH2:22]5)[N:13]=3)[CH:10]=2)[N:5]([CH:27]([CH3:29])[CH3:28])[N:4]=1.[C:30]([O:34][C:35]([CH3:38])([CH3:37])[CH3:36])(=[O:33])[CH:31]=[CH2:32], predict the reaction product. The product is: [C:35]([O:34][C:30](=[O:33])[CH2:31][CH2:32][N:21]1[CH2:20][CH2:19][C:18]2[C:23](=[CH:24][CH:25]=[CH:26][C:17]=2[C:14]2[N:13]=[C:12]([C:9]3[CH:10]=[C:11]4[C:6](=[CH:7][CH:8]=3)[N:5]([CH:27]([CH3:29])[CH3:28])[N:4]=[C:3]4[Cl:2])[O:16][N:15]=2)[CH2:22]1)([CH3:38])([CH3:37])[CH3:36]. (3) Given the reactants [I:1][C:2]1[CH:3]=[C:4]2[C:8](=[CH:9][C:10]=1[C:11]([F:14])([F:13])[F:12])[CH2:7][NH:6][CH2:5]2.[C:15](O[C:15]([O:17][C:18]([CH3:21])([CH3:20])[CH3:19])=[O:16])([O:17][C:18]([CH3:21])([CH3:20])[CH3:19])=[O:16], predict the reaction product. The product is: [C:18]([O:17][C:15]([N:6]1[CH2:5][C:4]2[C:8](=[CH:9][C:10]([C:11]([F:12])([F:14])[F:13])=[C:2]([I:1])[CH:3]=2)[CH2:7]1)=[O:16])([CH3:21])([CH3:20])[CH3:19]. (4) The product is: [CH2:22]([CH:24]1[CH2:32][C:27]2([O:28][CH2:29][CH2:30][O:31]2)[CH2:26][CH:25]1[C:33]([NH:2][NH:1][C:3]1[N:4]=[C:5]2[CH:11]=[CH:10][N:9]([S:12]([C:15]3[CH:21]=[CH:20][C:18]([CH3:19])=[CH:17][CH:16]=3)(=[O:13])=[O:14])[C:6]2=[N:7][CH:8]=1)=[O:34])[CH3:23]. Given the reactants [NH:1]([C:3]1[N:4]=[C:5]2[CH:11]=[CH:10][N:9]([S:12]([C:15]3[CH:21]=[CH:20][C:18]([CH3:19])=[CH:17][CH:16]=3)(=[O:14])=[O:13])[C:6]2=[N:7][CH:8]=1)[NH2:2].[CH2:22]([CH:24]1[CH2:32][C:27]2([O:31][CH2:30][CH2:29][O:28]2)[CH2:26][CH:25]1[C:33](O)=[O:34])[CH3:23].CN(C(ON1N=NC2C=CC=NC1=2)=[N+](C)C)C.F[P-](F)(F)(F)(F)F, predict the reaction product. (5) Given the reactants [Cl-].[Li+].O.CS(C)=O.[C:8]([NH:11][C:12]1[C:13]([Cl:30])=[CH:14][C:15]([N+:27]([O-:29])=[O:28])=[C:16]([CH:18](C(OC)=O)[C:19]([O:21][CH3:22])=[O:20])[CH:17]=1)(=[O:10])[CH3:9], predict the reaction product. The product is: [C:8]([NH:11][C:12]1[C:13]([Cl:30])=[CH:14][C:15]([N+:27]([O-:29])=[O:28])=[C:16]([CH2:18][C:19]([O:21][CH3:22])=[O:20])[CH:17]=1)(=[O:10])[CH3:9]. (6) Given the reactants [C:1]([O:9][CH2:10][CH3:11])(=[O:8])[CH2:2][C:3]([O:5][CH2:6][CH3:7])=[O:4].C([O-])([O-])=O.[K+].[K+].F[C:19]1[CH:24]=[CH:23][C:22]([N+:25]([O-:27])=[O:26])=[CH:21][C:20]=1[F:28], predict the reaction product. The product is: [F:28][C:20]1[CH:21]=[C:22]([N+:25]([O-:27])=[O:26])[CH:23]=[CH:24][C:19]=1[CH:2]([C:3]([O:5][CH2:6][CH3:7])=[O:4])[C:1]([O:9][CH2:10][CH3:11])=[O:8]. (7) Given the reactants [NH2:1][C:2]1[C:11](Br)=[N:10][C:9]([Br:13])=[CH:8][C:3]=1[C:4]([O:6][CH3:7])=[O:5].[CH2:14]([O:21][C:22]1[CH:27]=[CH:26][CH:25]=[CH:24][C:23]=1B(O)O)[C:15]1[CH:20]=[CH:19][CH:18]=[CH:17][CH:16]=1.C([O-])([O-])=O.[Na+].[Na+], predict the reaction product. The product is: [NH2:1][C:2]1[C:11]([C:23]2[CH:24]=[CH:25][CH:26]=[CH:27][C:22]=2[O:21][CH2:14][C:15]2[CH:16]=[CH:17][CH:18]=[CH:19][CH:20]=2)=[N:10][C:9]([Br:13])=[CH:8][C:3]=1[C:4]([O:6][CH3:7])=[O:5].